From a dataset of Catalyst prediction with 721,799 reactions and 888 catalyst types from USPTO. Predict which catalyst facilitates the given reaction. (1) Reactant: C(OC([N:8]1[CH2:18][CH2:17][C:11]2[N:12]=[C:13]([CH3:16])[N:14]=[CH:15][C:10]=2[CH2:9]1)=O)(C)(C)C.[F:19][C:20]([F:25])([F:24])[C:21]([OH:23])=[O:22]. Product: [F:19][C:20]([F:25])([F:24])[C:21]([OH:23])=[O:22].[CH3:16][C:13]1[N:14]=[CH:15][C:10]2[CH2:9][NH:8][CH2:18][CH2:17][C:11]=2[N:12]=1. The catalyst class is: 4. (2) Reactant: [O:1]1[CH2:6][CH2:5][CH:4]([NH:7][C:8]([C:10]2[CH:11]=[C:12]([C@@H:16]3[CH2:18][C@H:17]3[NH:19]C(=O)OC(C)(C)C)[CH:13]=[CH:14][CH:15]=2)=[O:9])[CH2:3][CH2:2]1.[ClH:27].C(OCC)(=O)C. Product: [ClH:27].[NH2:19][C@@H:17]1[CH2:18][C@H:16]1[C:12]1[CH:11]=[C:10]([CH:15]=[CH:14][CH:13]=1)[C:8]([NH:7][CH:4]1[CH2:3][CH2:2][O:1][CH2:6][CH2:5]1)=[O:9]. The catalyst class is: 5. (3) Reactant: Br[CH2:2][CH2:3][O:4][CH2:5][CH2:6][O:7][CH2:8][CH2:9][O:10][CH3:11].[CH3:12][O:13][C:14]1[CH:19]=[C:18]([N+:20]([O-:22])=[O:21])[CH:17]=[CH:16][C:15]=1[SH:23].C([O-])([O-])=O.[K+].[K+]. Product: [CH3:12][O:13][C:14]1[CH:19]=[C:18]([N+:20]([O-:22])=[O:21])[CH:17]=[CH:16][C:15]=1[S:23][CH2:2][CH2:3][O:4][CH2:5][CH2:6][O:7][CH2:8][CH2:9][O:10][CH3:11]. The catalyst class is: 21. (4) Reactant: [Cl:1][C:2]1[CH:3]=[CH:4][C:5](B2OC(C)(C)C(C)(C)O2)=[C:6]([OH:8])[CH:7]=1.Cl[C:19]1[N:20]=[N:21][C:22]([O:25][CH:26]2[CH2:31][C:30]([CH3:33])([CH3:32])[NH:29][C:28]([CH3:35])([CH3:34])[CH2:27]2)=[CH:23][CH:24]=1.CC(OC)(C)C. Product: [ClH:1].[Cl:1][C:2]1[CH:3]=[CH:4][C:5]([C:19]2[N:20]=[N:21][C:22]([O:25][CH:26]3[CH2:31][C:30]([CH3:33])([CH3:32])[NH:29][C:28]([CH3:35])([CH3:34])[CH2:27]3)=[CH:23][CH:24]=2)=[C:6]([OH:8])[CH:7]=1. The catalyst class is: 257. (5) Reactant: [NH2:1][C:2]1([C:7]([OH:9])=[O:8])[CH2:6][CH2:5][CH2:4][CH2:3]1.[C:10](Cl)(=[O:15])[CH2:11][CH2:12][CH2:13][CH3:14].[OH-].[Na+].[OH-].[K+].C(=O)(O)[O-].[Na+].C(=O)(O)[O-].[K+].[H-].[Na+]. Product: [O:15]=[C:10]([NH:1][C:2]1([C:7]([OH:9])=[O:8])[CH2:6][CH2:5][CH2:4][CH2:3]1)[CH2:11][CH2:12][CH2:13][CH3:14]. The catalyst class is: 66. (6) Reactant: Cl[C:2]1[C:11]([CH:12]=[O:13])=[CH:10][C:9]2[C:4](=[C:5]([CH3:15])[C:6]([CH3:14])=[CH:7][CH:8]=2)[N:3]=1.[O:16]1CCOCC1. Product: [CH3:14][C:6]1[C:5]([CH3:15])=[C:4]2[C:9]([CH:10]=[C:11]([CH:12]=[O:13])[C:2](=[O:16])[NH:3]2)=[CH:8][CH:7]=1. The catalyst class is: 33. (7) Reactant: Cl[C:2]1[CH:11]=[CH:10][C:9]2[C:8](=[O:12])[CH2:7][CH2:6][CH2:5][C:4]=2[N:3]=1.[CH2:13]([C:15]1[CH:20]=[CH:19][CH:18]=[C:17]([CH2:21][CH3:22])[C:16]=1B(O)O)[CH3:14].C([O-])([O-])=O.[Na+].[Na+]. The catalyst class is: 206. Product: [CH2:13]([C:15]1[CH:20]=[CH:19][CH:18]=[C:17]([CH2:21][CH3:22])[C:16]=1[C:2]1[CH:11]=[CH:10][C:9]2[C:8](=[O:12])[CH2:7][CH2:6][CH2:5][C:4]=2[N:3]=1)[CH3:14]. (8) Reactant: O=C1C2C(=CC=CC=2)C(=O)[N:3]1[CH:12]([C:46]([F:49])([F:48])[F:47])[CH2:13][C:14]([NH:16][C@@:17]([C:32]1[CH:37]=[C:36]([O:38][C:39]([F:44])([F:43])[CH:40]([F:42])[F:41])[CH:35]=[C:34]([F:45])[CH:33]=1)([C:25]1[CH:30]=[CH:29][C:28]([F:31])=[CH:27][CH:26]=1)[CH2:18][C:19]1[CH:24]=[CH:23][CH:22]=[CH:21][CH:20]=1)=[O:15].NN. Product: [NH2:3][CH:12]([C:46]([F:49])([F:48])[F:47])[CH2:13][C:14]([NH:16][C@@:17]([C:32]1[CH:37]=[C:36]([O:38][C:39]([F:44])([F:43])[CH:40]([F:42])[F:41])[CH:35]=[C:34]([F:45])[CH:33]=1)([C:25]1[CH:26]=[CH:27][C:28]([F:31])=[CH:29][CH:30]=1)[CH2:18][C:19]1[CH:20]=[CH:21][CH:22]=[CH:23][CH:24]=1)=[O:15]. The catalyst class is: 5. (9) The catalyst class is: 18. Reactant: CCN(C(C)C)C(C)C.[O:10]=[C:11]([N:29]1[CH2:34][CH2:33][NH:32][CH2:31][CH2:30]1)[CH2:12][NH:13][C:14](=[O:28])[C:15]1[CH:20]=[CH:19][C:18]([O:21][C:22]2[CH:27]=[CH:26][CH:25]=[CH:24][CH:23]=2)=[CH:17][CH:16]=1.C1C=CC2N(O)N=NC=2C=1.CCN=C=NCCCN(C)C.Cl.[CH3:57][C:58]1[CH:62]=[CH:61][S:60][C:59]=1[C:63](O)=[O:64]. Product: [CH3:57][C:58]1[CH:62]=[CH:61][S:60][C:59]=1[C:63]([N:32]1[CH2:31][CH2:30][N:29]([C:11](=[O:10])[CH2:12][NH:13][C:14](=[O:28])[C:15]2[CH:16]=[CH:17][C:18]([O:21][C:22]3[CH:27]=[CH:26][CH:25]=[CH:24][CH:23]=3)=[CH:19][CH:20]=2)[CH2:34][CH2:33]1)=[O:64].